This data is from Ames mutagenicity test results for genotoxicity prediction. The task is: Regression/Classification. Given a drug SMILES string, predict its toxicity properties. Task type varies by dataset: regression for continuous values (e.g., LD50, hERG inhibition percentage) or binary classification for toxic/non-toxic outcomes (e.g., AMES mutagenicity, cardiotoxicity, hepatotoxicity). Dataset: ames. (1) The compound is CNc1ccc2ncc(C)nc2c1N. The result is 0 (non-mutagenic). (2) The molecule is CNC(CC(=O)O)C(=O)N(C(C(N)=O)c1ccc(O)cc1)C1C(=O)N2C1SC(C)(C)C2C(=O)O. The result is 0 (non-mutagenic). (3) The molecule is O=[N+]([O-])c1ccc2c(c1)Oc1ccccc1O2. The result is 1 (mutagenic).